This data is from Catalyst prediction with 721,799 reactions and 888 catalyst types from USPTO. The task is: Predict which catalyst facilitates the given reaction. Reactant: Cl[C:2]1[CH:7]=[CH:6][C:5]([N+:8]([O-:10])=[O:9])=[CH:4][CH:3]=1.[NH:11]1[CH2:16][CH2:15][O:14][CH2:13][CH2:12]1.C(=O)([O-])[O-].[K+].[K+]. Product: [N+:8]([C:5]1[CH:6]=[CH:7][C:2]([N:11]2[CH2:16][CH2:15][O:14][CH2:13][CH2:12]2)=[CH:3][CH:4]=1)([O-:10])=[O:9]. The catalyst class is: 16.